This data is from Reaction yield outcomes from USPTO patents with 853,638 reactions. The task is: Predict the reaction yield, written as a fraction of the theoretical maximum amount of product (1.0 means a 100% yield; for example, 0.34 means a 34% yield). The reactants are [CH3:1][C:2]1[C:10]2[C:5](=[N:6][CH:7]=[CH:8][C:9]=2[N:11]2[CH:15]=[C:14]([C:16]3[CH:21]=[CH:20][CH:19]=[CH:18][CH:17]=3)[N:13]=[CH:12]2)[N:4](COCC[Si](C)(C)C)[CH:3]=1.[F-].C([N+](CCCC)(CCCC)CCCC)CCC. The catalyst is C1COCC1. The product is [CH3:1][C:2]1[C:10]2[C:5](=[N:6][CH:7]=[CH:8][C:9]=2[N:11]2[CH:15]=[C:14]([C:16]3[CH:17]=[CH:18][CH:19]=[CH:20][CH:21]=3)[N:13]=[CH:12]2)[NH:4][CH:3]=1. The yield is 0.760.